Dataset: Forward reaction prediction with 1.9M reactions from USPTO patents (1976-2016). Task: Predict the product of the given reaction. (1) The product is: [CH3:1][O:2][C:3]1[CH:4]=[C:5]2[C:10](=[CH:11][C:12]=1[O:13][CH3:14])[N:9]=[CH:8][CH:7]=[C:6]2[O:15][C:16]1[CH:22]=[CH:21][C:19]([NH:20][C:29](=[O:35])[O:28][CH2:26][C:42]2[CH:41]=[CH:40][CH:39]=[C:38]([CH3:37])[CH:43]=2)=[C:18]([CH3:23])[C:17]=1[CH3:24]. Given the reactants [CH3:1][O:2][C:3]1[CH:4]=[C:5]2[C:10](=[CH:11][C:12]=1[O:13][CH3:14])[N:9]=[CH:8][CH:7]=[C:6]2[O:15][C:16]1[CH:22]=[CH:21][C:19]([NH2:20])=[C:18]([CH3:23])[C:17]=1[CH3:24].Cl[C:26](Cl)([O:28][C:29](=[O:35])OC(Cl)(Cl)Cl)Cl.[CH3:37][C:38]1[CH:39]=[C:40](CO)[CH:41]=[CH:42][CH:43]=1.C(=O)(O)[O-].[Na+], predict the reaction product. (2) The product is: [CH2:1]([N:3]1[C:7]2[N:8]=[C:9]([C:18]3[CH:19]=[CH:20][C:21]([NH:24][C:25]([NH:27][C:28]4[CH:36]=[CH:35][C:31]([C:32]([NH:37][CH2:38][CH:39]5[CH2:43][CH2:42][CH2:41][N:40]5[CH2:44][CH3:45])=[O:34])=[CH:30][CH:29]=4)=[O:26])=[CH:22][CH:23]=3)[N:10]=[C:11]([N:12]3[CH2:17][CH2:16][O:15][CH2:14][CH2:13]3)[C:6]=2[N:5]=[N:4]1)[CH3:2].[CH3:46][C:42]1([CH3:43])[NH:37][CH2:38][CH2:39][N:40]([C:32]([C:31]2[CH:35]=[CH:36][C:28]([NH:27][C:25]([NH:24][C:21]3[CH:22]=[CH:23][C:18]([C:9]4[N:10]=[C:11]([N:12]5[CH2:17][CH2:16][O:15][CH2:14][CH2:13]5)[C:6]5[N:5]=[N:4][N:3]([CH2:1][CH3:2])[C:7]=5[N:8]=4)=[CH:19][CH:20]=3)=[O:26])=[CH:29][CH:30]=2)=[O:34])[CH2:41]1. Given the reactants [CH2:1]([N:3]1[C:7]2[N:8]=[C:9]([C:18]3[CH:23]=[CH:22][C:21]([NH:24][C:25]([NH:27][C:28]4[CH:36]=[CH:35][C:31]([C:32]([OH:34])=O)=[CH:30][CH:29]=4)=[O:26])=[CH:20][CH:19]=3)[N:10]=[C:11]([N:12]3[CH2:17][CH2:16][O:15][CH2:14][CH2:13]3)[C:6]=2[N:5]=[N:4]1)[CH3:2].[NH2:37][CH2:38][CH:39]1[CH2:43][CH2:42][CH2:41][N:40]1[CH2:44][CH3:45].[CH3:46]CN(CC)CC.C1C=CC2N(O)N=NC=2C=1.CCN=C=NCCCN(C)C, predict the reaction product. (3) Given the reactants [CH3:1][NH:2][CH2:3][C:4]1[CH:5]=[C:6]([CH:11]=[CH:12][C:13]=1[O:14][C:15]1[CH:20]=[CH:19][C:18]([S:21][CH3:22])=[CH:17][CH:16]=1)[C:7](OC)=[O:8].Cl, predict the reaction product. The product is: [CH3:1][NH:2][CH2:3][C:4]1[CH:5]=[C:6]([CH2:7][OH:8])[CH:11]=[CH:12][C:13]=1[O:14][C:15]1[CH:20]=[CH:19][C:18]([S:21][CH3:22])=[CH:17][CH:16]=1. (4) Given the reactants [CH2:1]([N:3]1[CH:7]=[C:6]([C:8]2[CH:13]=[CH:12][N:11]=[C:10]3[N:14]([S:30]([C:33]4[CH:38]=[CH:37][CH:36]=[CH:35][CH:34]=4)(=[O:32])=[O:31])[C:15]([C:17]4[CH2:18][CH2:19][N:20]([C:23]([O:25][C:26]([CH3:29])([CH3:28])[CH3:27])=[O:24])[CH2:21][CH:22]=4)=[CH:16][C:9]=23)[C:5]([C:39]2[CH:44]=[CH:43][C:42]([N+:45]([O-])=O)=[CH:41][CH:40]=2)=[N:4]1)[CH3:2], predict the reaction product. The product is: [NH2:45][C:42]1[CH:41]=[CH:40][C:39]([C:5]2[C:6]([C:8]3[CH:13]=[CH:12][N:11]=[C:10]4[N:14]([S:30]([C:33]5[CH:38]=[CH:37][CH:36]=[CH:35][CH:34]=5)(=[O:31])=[O:32])[C:15]([C:17]5[CH2:18][CH2:19][N:20]([C:23]([O:25][C:26]([CH3:29])([CH3:28])[CH3:27])=[O:24])[CH2:21][CH:22]=5)=[CH:16][C:9]=34)=[CH:7][N:3]([CH2:1][CH3:2])[N:4]=2)=[CH:44][CH:43]=1. (5) Given the reactants [CH3:1][C:2](=[N:6][OH:7])[C:3](=[O:5])[CH3:4].[Br:8][C:9]1[CH:10]=[C:11]([CH:14]=[CH:15][CH:16]=1)[CH:12]=O, predict the reaction product. The product is: [Br:8][C:9]1[CH:10]=[C:11]([C:12]2[O:5][C:3]([CH3:4])=[C:2]([CH3:1])[N+:6]=2[O-:7])[CH:14]=[CH:15][CH:16]=1. (6) The product is: [C:62]([OH:69])(=[O:68])/[CH:63]=[CH:64]\[C:65]([OH:67])=[O:66].[F:1][C:2]1[CH:7]=[C:6]([F:8])[CH:5]=[CH:4][C:3]=1[C:9]1([CH2:56][N:57]2[CH:61]=[N:60][CH:59]=[N:58]2)[O:13][CH:12]([CH2:14][O:15][C:16]2[CH:21]=[CH:20][C:19]([N:22]3[CH2:27][CH2:26][N:25]([C:28]4[CH:33]=[CH:32][C:31]([N:34]5[C:38](=[O:39])[N:37]([C:40]6[CH:55]=[CH:54][CH:53]=[CH:52][C:41]=6[CH2:42][C@@H:43]([C:49]([OH:51])=[O:50])[NH:44][CH:45]([CH3:48])[CH2:46][CH3:47])[N:36]=[CH:35]5)=[CH:30][CH:29]=4)[CH2:24][CH2:23]3)=[CH:18][CH:17]=2)[CH2:11][O:10]1. Given the reactants [F:1][C:2]1[CH:7]=[C:6]([F:8])[CH:5]=[CH:4][C:3]=1[C:9]1([CH2:56][N:57]2[CH:61]=[N:60][CH:59]=[N:58]2)[O:13][CH:12]([CH2:14][O:15][C:16]2[CH:21]=[CH:20][C:19]([N:22]3[CH2:27][CH2:26][N:25]([C:28]4[CH:33]=[CH:32][C:31]([N:34]5[C:38](=[O:39])[N:37]([C:40]6[CH:55]=[CH:54][CH:53]=[CH:52][C:41]=6[CH2:42][C@@H:43]([C:49]([OH:51])=[O:50])[NH:44][CH:45]([CH3:48])[CH2:46][CH3:47])[N:36]=[CH:35]5)=[CH:30][CH:29]=4)[CH2:24][CH2:23]3)=[CH:18][CH:17]=2)[CH2:11][O:10]1.[C:62]([OH:69])(=[O:68])/[CH:63]=[CH:64]\[C:65]([OH:67])=[O:66], predict the reaction product. (7) Given the reactants [C:1]1([C:7]2[CH:12]=[CH:11][C:10]([OH:13])=[CH:9][CH:8]=2)[CH:6]=[CH:5][CH:4]=[CH:3][CH:2]=1.[OH-].[K+].O1[CH2:20][CH2:19][NH:18]C1=O, predict the reaction product. The product is: [C:1]1([C:7]2[CH:8]=[CH:9][C:10]([O:13][CH2:20][CH2:19][NH2:18])=[CH:11][CH:12]=2)[CH:2]=[CH:3][CH:4]=[CH:5][CH:6]=1. (8) Given the reactants CC1C=CC(S(O)(=O)=O)=CC=1.[CH3:12][N:13]1[C:21]2[CH:20]=[CH:19][CH:18]=[CH:17][C:16]=2[C:15]2[C:22](=[O:26])[NH:23][CH2:24][CH2:25][C:14]1=2.Cl.[CH3:28][C:29]1[NH:33][CH:32]=[N:31][C:30]=1[CH2:34]O, predict the reaction product. The product is: [CH3:12][N:13]1[C:21]2[CH:20]=[CH:19][CH:18]=[CH:17][C:16]=2[C:15]2[C:22](=[O:26])[N:23]([CH2:34][C:30]3[N:31]=[CH:32][NH:33][C:29]=3[CH3:28])[CH2:24][CH2:25][C:14]1=2. (9) The product is: [CH:1]1([N:6]2[CH2:12][C:11]([F:14])([F:13])[C:10](=[O:15])[N:9]([CH2:16][CH2:17][CH3:18])[C:8]3[CH:19]=[N:20][C:21]([NH:23][C:24]4[CH:32]=[CH:31][C:27]([C:28]([NH:73][CH2:72][CH2:71][CH2:70][N:69]([CH3:74])[CH3:68])=[O:30])=[CH:26][C:25]=4[O:33][CH3:34])=[N:22][C:7]2=3)[CH2:5][CH2:4][CH2:3][CH2:2]1. Given the reactants [CH:1]1([N:6]2[CH2:12][C:11]([F:14])([F:13])[C:10](=[O:15])[N:9]([CH2:16][CH2:17][CH3:18])[C:8]3[CH:19]=[N:20][C:21]([NH:23][C:24]4[CH:32]=[CH:31][C:27]([C:28]([OH:30])=O)=[CH:26][C:25]=4[O:33][CH3:34])=[N:22][C:7]2=3)[CH2:5][CH2:4][CH2:3][CH2:2]1.F[P-](F)(F)(F)(F)F.CN(C(N(C)C)=[N+]1C2C=CC=CC=2[N+]([O-])=N1)C.C(N(C(C)C)CC)(C)C.[CH3:68][N:69]([CH3:74])[CH2:70][CH2:71][CH2:72][NH2:73], predict the reaction product. (10) Given the reactants Cl.C(OC([NH:9][CH2:10][C:11]1[CH:16]=[CH:15][C:14]([CH2:17][CH2:18][C:19]([CH3:22])([CH3:21])[CH3:20])=[CH:13][CH:12]=1)=O)(C)(C)C, predict the reaction product. The product is: [CH3:20][C:19]([CH3:22])([CH3:21])[CH2:18][CH2:17][C:14]1[CH:13]=[CH:12][C:11]([CH2:10][NH2:9])=[CH:16][CH:15]=1.